From a dataset of Full USPTO retrosynthesis dataset with 1.9M reactions from patents (1976-2016). Predict the reactants needed to synthesize the given product. The reactants are: I[C:2]1[CH:9]=[CH:8][C:5]([CH:6]=[O:7])=[CH:4][C:3]=1[O:10][CH3:11].[CH3:12][C:13]1[CH:18]=[C:17](B(O)O)[CH:16]=[CH:15][N:14]=1.C(=O)([O-])[O-].[Na+].[Na+]. Given the product [CH3:11][O:10][C:3]1[CH:4]=[C:5]([CH:8]=[CH:9][C:2]=1[C:17]1[CH:16]=[CH:15][N:14]=[C:13]([CH3:12])[CH:18]=1)[CH:6]=[O:7], predict the reactants needed to synthesize it.